This data is from Full USPTO retrosynthesis dataset with 1.9M reactions from patents (1976-2016). The task is: Predict the reactants needed to synthesize the given product. (1) Given the product [O:30]1[CH2:31][CH2:32][N:27]([C:25]([C:22]2[CH:23]=[CH:24][C:19]([C:16]3[CH:17]=[CH:18][C:13]4[N:14]([C:10]([C:9]#[C:8][C:6]5[CH:5]=[CH:4][N:3]=[C:2]([NH:39][C:35]6[CH:34]=[N:33][CH:38]=[CH:37][CH:36]=6)[CH:7]=5)=[CH:11][N:12]=4)[N:15]=3)=[CH:20][CH:21]=2)=[O:26])[CH2:28][CH2:29]1, predict the reactants needed to synthesize it. The reactants are: Cl[C:2]1[CH:7]=[C:6]([C:8]#[C:9][C:10]2[N:14]3[N:15]=[C:16]([C:19]4[CH:24]=[CH:23][C:22]([C:25]([N:27]5[CH2:32][CH2:31][O:30][CH2:29][CH2:28]5)=[O:26])=[CH:21][CH:20]=4)[CH:17]=[CH:18][C:13]3=[N:12][CH:11]=2)[CH:5]=[CH:4][N:3]=1.[N:33]1[CH:38]=[CH:37][CH:36]=[C:35]([NH2:39])[CH:34]=1. (2) Given the product [CH:45]([O:47][CH2:48][CH2:49][O:50][NH:51][C:39]([C:38]1[C:30]([NH:29][C:26]2[CH:27]=[CH:28][C:23]([Br:22])=[CH:24][C:25]=2[F:44])=[C:31]([F:43])[C:32](=[O:42])[N:33]2[C:37]=1[CH2:36][CH2:35][CH2:34]2)=[O:41])=[CH2:46], predict the reactants needed to synthesize it. The reactants are: CCN=C=NCCCN(C)C.C1C=CC2N(O)N=NC=2C=1.[Br:22][C:23]1[CH:28]=[CH:27][C:26]([NH:29][C:30]2[C:38]([C:39]([OH:41])=O)=[C:37]3[N:33]([CH2:34][CH2:35][CH2:36]3)[C:32](=[O:42])[C:31]=2[F:43])=[C:25]([F:44])[CH:24]=1.[CH:45]([O:47][CH2:48][CH2:49][O:50][NH2:51])=[CH2:46]. (3) Given the product [F:1][C:2]1[CH:7]=[CH:6][C:5]([C:8]2[C:13]([C:14]3[CH:15]=[N:16][C:17]([CH2:20][NH:21][C:33](=[O:39])[C:34]([O:36][CH2:37][CH3:38])=[O:35])=[CH:18][CH:19]=3)=[CH:12][CH:11]=[CH:10][N:9]=2)=[CH:4][C:3]=1[CH3:22], predict the reactants needed to synthesize it. The reactants are: [F:1][C:2]1[CH:7]=[CH:6][C:5]([C:8]2[C:13]([C:14]3[CH:15]=[N:16][C:17]([CH2:20][NH2:21])=[CH:18][CH:19]=3)=[CH:12][CH:11]=[CH:10][N:9]=2)=[CH:4][C:3]=1[CH3:22].CCN(C(C)C)C(C)C.Cl[C:33](=[O:39])[C:34]([O:36][CH2:37][CH3:38])=[O:35]. (4) The reactants are: FC(F)(F)S(O[C:7]1[CH:22]=[CH:21][C:10]2[S:11][C:12]3[S:16][C:15]4[CH:17]=[CH:18][CH:19]=[CH:20][C:14]=4[C:13]=3[C:9]=2[CH:8]=1)(=O)=O.CC1(C)C(C)(C)OB([C:33]2[CH:38]=[CH:37][CH:36]=[C:35]([C:39]3[CH:56]=[CH:55][C:54]4[C:53]5[C:48](=[CH:49][CH:50]=[CH:51][CH:52]=5)[C:47]5[C:42](=[CH:43][CH:44]=[CH:45][CH:46]=5)[C:41]=4[CH:40]=3)[CH:34]=2)O1.[O-]P([O-])([O-])=O.[K+].[K+].[K+].C1(C)C=CC=CC=1. Given the product [CH:40]1[C:41]2[C:42]3[C:47](=[CH:46][CH:45]=[CH:44][CH:43]=3)[C:48]3[C:53](=[CH:52][CH:51]=[CH:50][CH:49]=3)[C:54]=2[CH:55]=[CH:56][C:39]=1[C:35]1[CH:34]=[C:33]([C:7]2[CH:8]=[CH:9][C:10]3[S:11][C:12]4[S:16][C:15]5[CH:17]=[CH:18][CH:19]=[CH:20][C:14]=5[C:13]=4[C:21]=3[CH:22]=2)[CH:38]=[CH:37][CH:36]=1, predict the reactants needed to synthesize it. (5) The reactants are: [Br:1][C:2]1[CH:3]=[CH:4][C:5]([C:8]2[CH2:12][C@@H:11]([CH2:13]Cl)[O:10][N:9]=2)=[N:6][CH:7]=1.[CH3:15][N:16]1[CH2:21][CH2:20][NH:19][CH2:18][CH2:17]1.CS(C)=O. Given the product [Br:1][C:2]1[CH:3]=[CH:4][C:5]([C:8]2[CH2:12][C@@H:11]([CH2:13][N:19]3[CH2:20][CH2:21][N:16]([CH3:15])[CH2:17][CH2:18]3)[O:10][N:9]=2)=[N:6][CH:7]=1, predict the reactants needed to synthesize it.